From a dataset of Full USPTO retrosynthesis dataset with 1.9M reactions from patents (1976-2016). Predict the reactants needed to synthesize the given product. (1) Given the product [NH2:8][C:4]1[N:5]=[CH:6][N:7]=[C:2]([NH:15][C@H:16]([C:19]2[N:28]([C:29]3[CH:34]=[CH:33][CH:32]=[CH:31][C:30]=3[F:35])[C:27](=[O:36])[C:26]3[C:21](=[CH:22][CH:23]=[CH:24][CH:25]=3)[N:20]=2)[CH2:17][CH3:18])[C:3]=1[C:9]1[N:13]=[CH:12][N:11]([CH3:14])[N:10]=1, predict the reactants needed to synthesize it. The reactants are: Cl[C:2]1[N:7]=[CH:6][N:5]=[C:4]([NH2:8])[C:3]=1[C:9]1[N:13]=[CH:12][N:11]([CH3:14])[N:10]=1.[NH2:15][C@H:16]([C:19]1[N:28]([C:29]2[CH:34]=[CH:33][CH:32]=[CH:31][C:30]=2[F:35])[C:27](=[O:36])[C:26]2[C:21](=[CH:22][CH:23]=[CH:24][CH:25]=2)[N:20]=1)[CH2:17][CH3:18].CCN(C(C)C)C(C)C.C(Cl)Cl.CO. (2) Given the product [C:13]([O:12][C:11]([NH:10][C@H:8]([C:6]1[C:5]([O:18][CH3:19])=[C:4]([C:20]2[CH:25]=[CH:24][C:23]([C:26]([OH:31])=[O:29])=[N:22][CH:21]=2)[C:3]([CH3:28])=[C:2]([Cl:1])[CH:7]=1)[CH3:9])=[O:17])([CH3:14])([CH3:16])[CH3:15], predict the reactants needed to synthesize it. The reactants are: [Cl:1][C:2]1[C:3]([CH3:28])=[C:4]([C:20]2[CH:21]=[N:22][C:23]([C:26]#N)=[CH:24][CH:25]=2)[C:5]([O:18][CH3:19])=[C:6]([C@@H:8]([NH:10][C:11](=[O:17])[O:12][C:13]([CH3:16])([CH3:15])[CH3:14])[CH3:9])[CH:7]=1.[OH-:29].[Na+].[OH2:31]. (3) Given the product [F:8][C:9]1[CH:10]=[C:11]2[C:16](=[CH:17][CH:18]=1)[N:15]=[C:14]([CH2:19][O:20][C:21]1[CH:28]=[CH:27][C:24]([C:25]3[NH:26][N:3]=[N:2][N:1]=3)=[C:23]([C:29]3([C:34]4[CH:35]=[CH:36][CH:37]=[CH:38][CH:39]=4)[CH2:32][CH:31]([CH3:33])[CH2:30]3)[CH:22]=1)[CH:13]=[CH:12]2, predict the reactants needed to synthesize it. The reactants are: [N:1]([Sn](C)(C)C)=[N+:2]=[N-:3].[F:8][C:9]1[CH:10]=[C:11]2[C:16](=[CH:17][CH:18]=1)[N:15]=[C:14]([CH2:19][O:20][C:21]1[CH:28]=[CH:27][C:24]([C:25]#[N:26])=[C:23]([C:29]3([C:34]4[CH:39]=[CH:38][CH:37]=[CH:36][CH:35]=4)[CH2:32][CH:31]([CH3:33])[CH2:30]3)[CH:22]=1)[CH:13]=[CH:12]2. (4) Given the product [F:20][C:21]1[CH:30]=[CH:29][CH:28]=[C:27]2[C:22]=1[C:23]([OH:39])=[C:24]([C:34]([NH:11][CH2:12][C:17]([O:19][C:7]([CH3:8])([CH3:9])[CH3:41])=[O:18])=[O:35])[C:25](=[O:33])[C:26]2([CH3:32])[CH3:31], predict the reactants needed to synthesize it. The reactants are: CCN([CH:7]([CH3:9])[CH3:8])C(C)C.Cl.[NH2:11][C@H:12]([C:17]([OH:19])=[O:18])C(C)(C)C.[F:20][C:21]1[CH:30]=[CH:29][CH:28]=[C:27]2[C:22]=1[C:23]([OH:39])=[C:24]([C:34](OCC)=[O:35])[C:25](=[O:33])[C:26]2([CH3:32])[CH3:31].O1CCOC[CH2:41]1.